From a dataset of Catalyst prediction with 721,799 reactions and 888 catalyst types from USPTO. Predict which catalyst facilitates the given reaction. (1) Reactant: [CH3:1][N:2]([CH3:21])[C@@H:3]1[CH2:7][CH2:6][N:5]([C:8]2[CH:13]=[CH:12][C:11]([C:14]([F:17])([F:16])[F:15])=[CH:10][C:9]=2[N+:18]([O-])=O)[CH2:4]1. Product: [NH2:18][C:9]1[CH:10]=[C:11]([C:14]([F:15])([F:16])[F:17])[CH:12]=[CH:13][C:8]=1[N:5]1[CH2:6][CH2:7][CH:3]([N:2]([CH3:21])[CH3:1])[CH2:4]1. The catalyst class is: 19. (2) Reactant: [H-].[H-].[H-].[H-].[Li+].[Al+3].[O:7]([CH2:14][CH2:15][O:16][CH:17]1[CH2:22][CH2:21][CH:20]([C:23](OCC)=[O:24])[CH2:19][CH2:18]1)[C:8]1[CH:13]=[CH:12][CH:11]=[CH:10][CH:9]=1.[F-].[K+]. Product: [O:7]([CH2:14][CH2:15][O:16][C@@H:17]1[CH2:22][CH2:21][C@H:20]([CH2:23][OH:24])[CH2:19][CH2:18]1)[C:8]1[CH:13]=[CH:12][CH:11]=[CH:10][CH:9]=1. The catalyst class is: 1. (3) Reactant: C([O:8][C:9]1[C:18]2[C:13](=[CH:14][CH:15]=[C:16]([F:19])[CH:17]=2)[CH:12]=[C:11]([CH:20]=[O:21])[C:10]=1[CH3:22])C1C=CC=CC=1. Product: [F:19][C:16]1[CH:17]=[C:18]2[C:13](=[CH:14][CH:15]=1)[CH:12]=[C:11]([CH:20]=[O:21])[C:10]([CH3:22])=[C:9]2[OH:8]. The catalyst class is: 78. (4) Reactant: [CH3:1][O:2][C:3]1[CH:4]=[CH:5][C:6]2[O:11][CH2:10][CH:9]([CH2:12][OH:13])[O:8][C:7]=2[CH:14]=1.[C:15]1([CH3:25])[CH:20]=[CH:19][C:18]([S:21](Cl)(=[O:23])=[O:22])=[CH:17][CH:16]=1.C([O-])([O-])=O.[Na+].[Na+]. Product: [CH3:25][C:15]1[CH:20]=[CH:19][C:18]([S:21]([O:13][CH2:12][CH:9]2[O:8][C:7]3[CH:14]=[C:3]([O:2][CH3:1])[CH:4]=[CH:5][C:6]=3[O:11][CH2:10]2)(=[O:23])=[O:22])=[CH:17][CH:16]=1. The catalyst class is: 2.